From a dataset of Full USPTO retrosynthesis dataset with 1.9M reactions from patents (1976-2016). Predict the reactants needed to synthesize the given product. (1) Given the product [Br:1][C:2]1[CH:3]=[C:4]2[C:9](=[CH:10][C:11]=1[CH3:12])[N:8]=[CH:7][N:6]([N:13]([C:39]1[CH:40]=[C:41]([C:42]#[N:43])[CH:44]=[CH:45][C:38]=1[S:35]([CH2:33][CH3:34])(=[O:36])=[O:37])[C:14](=[O:20])[O:15][C:16]([CH3:17])([CH3:18])[CH3:19])[C:5]2=[O:32], predict the reactants needed to synthesize it. The reactants are: [Br:1][C:2]1[CH:3]=[C:4]2[C:9](=[CH:10][C:11]=1[CH3:12])[N:8]=[CH:7][N:6]([N:13](C1C=C(C#N)C=CC=1SCC)[C:14](=[O:20])[O:15][C:16]([CH3:19])([CH3:18])[CH3:17])[C:5]2=[O:32].[CH2:33]([S:35]([C:38]1[CH:45]=[CH:44][C:41]([C:42]#[N:43])=[CH:40][C:39]=1C)(=[O:37])=[O:36])[CH3:34]. (2) The reactants are: CCN(C(C)C)C(C)C.Br[CH2:11][CH2:12][C:13]([F:16])([F:15])[F:14].[CH3:17][C:18]1([CH3:51])[O:23][C:22]([NH:24][C:25]23[CH2:32][CH:31]4[CH2:33][C:27]([C:34]([NH2:36])=[O:35])([CH2:28][CH:29]2[CH2:30]4)[CH2:26]3)=[N:21][S:20](=[O:38])(=[O:37])[C@@H:19]1[C:39]1[CH:44]=[CH:43][C:42]([CH:45]2[CH2:50][CH2:49][NH:48][CH2:47][CH2:46]2)=[CH:41][CH:40]=1. Given the product [CH3:17][C:18]1([CH3:51])[O:23][C:22]([NH:24][C:25]23[CH2:32][CH:31]4[CH2:33][C:27]([C:34]([NH2:36])=[O:35])([CH2:28][CH:29]2[CH2:30]4)[CH2:26]3)=[N:21][S:20](=[O:37])(=[O:38])[C@@H:19]1[C:39]1[CH:40]=[CH:41][C:42]([CH:45]2[CH2:50][CH2:49][N:48]([CH2:11][CH2:12][C:13]([F:16])([F:15])[F:14])[CH2:47][CH2:46]2)=[CH:43][CH:44]=1, predict the reactants needed to synthesize it. (3) Given the product [CH3:1][N:2]1[C:10]2[C:5](=[C:6]([O:15][CH3:16])[C:7]([O:13][CH3:14])=[C:8]([O:11][CH3:12])[CH:9]=2)[CH:4]=[C:3]1[C:17]([N:20]1[CH2:25][CH2:24][N:23]([C:17]([C:3]2[N:2]([CH3:1])[C:10]3[C:5]([CH:4]=2)=[C:6]([O:15][CH3:16])[C:7]([O:13][CH3:14])=[C:8]([O:11][CH3:12])[CH:9]=3)=[O:19])[CH2:22][CH2:21]1)=[O:19], predict the reactants needed to synthesize it. The reactants are: [CH3:1][N:2]1[C:10]2[C:5](=[C:6]([O:15][CH3:16])[C:7]([O:13][CH3:14])=[C:8]([O:11][CH3:12])[CH:9]=2)[CH:4]=[C:3]1[C:17]([OH:19])=O.[NH:20]1[CH2:25][CH2:24][NH:23][CH2:22][CH2:21]1.